This data is from Full USPTO retrosynthesis dataset with 1.9M reactions from patents (1976-2016). The task is: Predict the reactants needed to synthesize the given product. (1) Given the product [CH3:20][O:19][C:16]1[CH:17]=[CH:18][C:13]([B:29]([OH:30])[OH:28])=[C:14]([C:21]2[CH:26]=[CH:25][CH:24]=[CH:23][CH:22]=2)[CH:15]=1, predict the reactants needed to synthesize it. The reactants are: [Li]CCCC.CCCCCC.Br[C:13]1[CH:18]=[CH:17][C:16]([O:19][CH3:20])=[CH:15][C:14]=1[C:21]1[CH:26]=[CH:25][CH:24]=[CH:23][CH:22]=1.C[O:28][B:29](OC)[O:30]C.Cl. (2) The reactants are: Cl[C:2]1[N:7]=[C:6]([S:8][CH2:9][CH2:10][CH3:11])[N:5]=[C:4]([N:12]2[CH2:17][CH2:16][O:15][CH2:14][CH2:13]2)[C:3]=1[N+:18]([O-:20])=[O:19].[Cl:21][C:22]1[CH:28]=[CH:27][CH:26]=[CH:25][C:23]=1[NH2:24].C(N(CC)C(C)C)(C)C. Given the product [Cl:21][C:22]1[CH:28]=[CH:27][CH:26]=[CH:25][C:23]=1[NH:24][C:2]1[C:3]([N+:18]([O-:20])=[O:19])=[C:4]([N:12]2[CH2:17][CH2:16][O:15][CH2:14][CH2:13]2)[N:5]=[C:6]([S:8][CH2:9][CH2:10][CH3:11])[N:7]=1, predict the reactants needed to synthesize it. (3) Given the product [CH3:1][NH:2][C:3]([C:5]1[N:6]=[C:7]([C:18]2[CH:23]=[CH:22][CH:21]=[CH:20][N:19]=2)[S:8][C:9]=1[NH2:10])=[O:4], predict the reactants needed to synthesize it. The reactants are: [CH3:1][NH:2][C:3]([C:5]1[N:6]=[C:7]([C:18]2[CH:23]=[CH:22][CH:21]=[CH:20][N:19]=2)[S:8][C:9]=1[NH:10]C(OC(C)(C)C)=O)=[O:4].FC(F)(F)C(O)=O. (4) Given the product [CH2:15]([N:5]1[C:1](=[O:11])[C:2]2[C:3](=[CH:7][CH:8]=[CH:9][CH:10]=2)[C:4]1=[O:6])[CH2:14][C:13]#[CH:12], predict the reactants needed to synthesize it. The reactants are: [C:1]1(=[O:11])[NH:5][C:4](=[O:6])[C:3]2=[CH:7][CH:8]=[CH:9][CH:10]=[C:2]12.[CH2:12](O)[CH2:13][C:14]#[CH:15].C1(P(C2C=CC=CC=2)C2C=CC=CC=2)C=CC=CC=1.CC(OC(/N=N/C(OC(C)C)=O)=O)C. (5) Given the product [CH3:1][S:2]([N:5]1[CH2:10][CH2:9][O:8][C@H:7]([CH2:11][O:12][C:13]2[C:18]3=[N:19][CH:20]=[CH:21][N:22]=[C:17]3[CH:16]=[C:15]([C:23]3[CH:24]=[CH:25][C:26]([CH:29]4[CH2:34][CH2:33][N:32]([CH2:36][CH2:37][OH:38])[CH2:31][CH2:30]4)=[CH:27][CH:28]=3)[N:14]=2)[CH2:6]1)(=[O:3])=[O:4], predict the reactants needed to synthesize it. The reactants are: [CH3:1][S:2]([N:5]1[CH2:10][CH2:9][O:8][C@H:7]([CH2:11][O:12][C:13]2[C:18]3=[N:19][CH:20]=[CH:21][N:22]=[C:17]3[CH:16]=[C:15]([C:23]3[CH:28]=[CH:27][C:26]([CH:29]4[CH2:34][CH2:33][NH:32][CH2:31][CH2:30]4)=[CH:25][CH:24]=3)[N:14]=2)[CH2:6]1)(=[O:4])=[O:3].Br[CH2:36][CH2:37][OH:38].